From a dataset of Catalyst prediction with 721,799 reactions and 888 catalyst types from USPTO. Predict which catalyst facilitates the given reaction. (1) Product: [CH2:1]([O:8][C:9]1[CH:50]=[CH:49][CH:48]=[CH:47][C:10]=1[CH2:11][C:12]1[C:13]([O:23][C@@H:24]2[O:41][C@H:40]([CH2:42][OH:43])[C@@H:35]([OH:36])[C@H:30]([OH:31])[C@H:25]2[OH:26])=[N:14][N:15]([CH2:20][CH2:21][OH:22])[C:16]=1[CH:17]([CH3:19])[CH3:18])[C:2]1[CH:7]=[CH:6][CH:5]=[CH:4][CH:3]=1. The catalyst class is: 5. Reactant: [CH2:1]([O:8][C:9]1[CH:50]=[CH:49][CH:48]=[CH:47][C:10]=1[CH2:11][C:12]1[C:13]([O:23][C@@H:24]2[O:41][C@H:40]([CH2:42][O:43]C(=O)C)[C@@H:35]([O:36]C(=O)C)[C@H:30]([O:31]C(=O)C)[C@H:25]2[O:26]C(=O)C)=[N:14][N:15]([CH2:20][CH2:21][OH:22])[C:16]=1[CH:17]([CH3:19])[CH3:18])[C:2]1[CH:7]=[CH:6][CH:5]=[CH:4][CH:3]=1.C[O-].[Na+]. (2) Reactant: [CH3:1][C:2]1[C:6](/[CH:7]=[CH:8]/[C:9]([O:11][CH3:12])=[O:10])=[C:5]([CH3:13])[NH:4][N:3]=1.[H-].[Na+].[CH2:16](Br)[CH:17]=[CH:18][C:19]1[CH:24]=[CH:23][CH:22]=[CH:21][CH:20]=1. Product: [CH2:16]([N:4]1[C:5]([CH3:13])=[C:6](/[CH:7]=[CH:8]/[C:9]([O:11][CH3:12])=[O:10])[C:2]([CH3:1])=[N:3]1)[CH:17]=[CH:18][C:19]1[CH:24]=[CH:23][CH:22]=[CH:21][CH:20]=1. The catalyst class is: 3. (3) Reactant: [NH:1]1[C:5]2=[N:6][CH:7]=[C:8]([NH2:10])[CH:9]=[C:4]2[CH:3]=[CH:2]1.CC#N.N1C=CC=CC=1.Cl[C:21]([O:23][C:24]1[CH:29]=[CH:28][CH:27]=[CH:26][CH:25]=1)=[O:22]. Product: [NH:1]1[C:5]2=[N:6][CH:7]=[C:8]([NH:10][C:21](=[O:22])[O:23][C:24]3[CH:29]=[CH:28][CH:27]=[CH:26][CH:25]=3)[CH:9]=[C:4]2[CH:3]=[CH:2]1. The catalyst class is: 1. (4) Reactant: Cl[C:2]([O:4][CH2:5][C:6]1[CH:11]=[CH:10][CH:9]=[CH:8][CH:7]=1)=[O:3].[NH2:12][C:13]1[CH:24]=[C:23]([F:25])[C:16]2[N:17]([CH3:22])[C:18](=[O:21])[O:19][CH2:20][C:15]=2[CH:14]=1.N1C=CC=CC=1. Product: [F:25][C:23]1[C:16]2[N:17]([CH3:22])[C:18](=[O:21])[O:19][CH2:20][C:15]=2[CH:14]=[C:13]([NH:12][C:2](=[O:3])[O:4][CH2:5][C:6]2[CH:11]=[CH:10][CH:9]=[CH:8][CH:7]=2)[CH:24]=1. The catalyst class is: 46. (5) Reactant: [F:1][C:2]([F:31])([F:30])[C:3]1[CH:4]=[C:5]([CH:23]=[C:24]([C:26]([F:29])([F:28])[F:27])[CH:25]=1)[C:6]([N:8]1[CH2:13][CH2:12][NH:11][CH2:10][C@H:9]1[CH2:14][C:15]1[CH:20]=[CH:19][C:18]([CH3:21])=[C:17]([CH3:22])[CH:16]=1)=[O:7].Cl[CH2:33][CH2:34][O:35][CH2:36][CH2:37][OH:38].C(=O)([O-])[O-].[K+].[K+].[I-].[K+]. Product: [F:31][C:2]([F:1])([F:30])[C:3]1[CH:4]=[C:5]([CH:23]=[C:24]([C:26]([F:27])([F:28])[F:29])[CH:25]=1)[C:6]([N:8]1[CH2:13][CH2:12][N:11]([CH2:33][CH2:34][O:35][CH2:36][CH2:37][OH:38])[CH2:10][C@H:9]1[CH2:14][C:15]1[CH:20]=[CH:19][C:18]([CH3:21])=[C:17]([CH3:22])[CH:16]=1)=[O:7]. The catalyst class is: 9. (6) Reactant: O[Li].O.[CH:4]1([C:10]2[CH:27]=[CH:26][C:13]([C:14]([NH:16][C:17]3[CH:21]=[CH:20][S:19][C:18]=3[C:22]([O:24]C)=[O:23])=[O:15])=[CH:12][CH:11]=2)[CH2:9][CH2:8][CH2:7][CH2:6][CH2:5]1. Product: [CH:4]1([C:10]2[CH:27]=[CH:26][C:13]([C:14]([NH:16][C:17]3[CH:21]=[CH:20][S:19][C:18]=3[C:22]([OH:24])=[O:23])=[O:15])=[CH:12][CH:11]=2)[CH2:5][CH2:6][CH2:7][CH2:8][CH2:9]1. The catalyst class is: 90. (7) Reactant: C[O:2][C:3]1[C:8]([NH:9][C:10](=[O:29])[C@@H:11]([NH:19][C:20]2([C:23]3[CH:28]=[CH:27][CH:26]=[CH:25][N:24]=3)[CH2:22][CH2:21]2)[CH2:12][C:13]2[CH:18]=[CH:17][CH:16]=[CH:15][CH:14]=2)=[CH:7][C:6]([C:30]2[CH:35]=[CH:34][N:33]=[CH:32][CH:31]=2)=[CH:5][N:4]=1.Cl. Product: [O:2]=[C:3]1[C:8]([NH:9][C:10](=[O:29])[C@@H:11]([NH:19][C:20]2([C:23]3[CH:28]=[CH:27][CH:26]=[CH:25][N:24]=3)[CH2:22][CH2:21]2)[CH2:12][C:13]2[CH:14]=[CH:15][CH:16]=[CH:17][CH:18]=2)=[CH:7][C:6]([C:30]2[CH:31]=[CH:32][N:33]=[CH:34][CH:35]=2)=[CH:5][NH:4]1. The catalyst class is: 12. (8) Reactant: [CH3:1][C:2]([CH3:34])([CH2:32][CH3:33])[C:3](=[O:31])[C:4]([N:6]1[CH2:10][CH2:9][CH2:8][CH:7]1[C:11](=[O:30])[CH2:12][CH2:13][CH:14]=[CH:15][C:16]1[CH:21]=[CH:20][C:19]([O:22]CC2C=CC=CC=2)=[CH:18][CH:17]=1)=[O:5]. Product: [OH:22][C:19]1[CH:18]=[CH:17][C:16]([CH2:15][CH2:14][CH2:13][CH2:12][C:11]([CH:7]2[CH2:8][CH2:9][CH2:10][N:6]2[C:4](=[O:5])[C:3](=[O:31])[C:2]([CH3:1])([CH3:34])[CH2:32][CH3:33])=[O:30])=[CH:21][CH:20]=1. The catalyst class is: 78. (9) Reactant: [F:1][C:2]1[CH:7]=[C:6]([F:8])[CH:5]=[CH:4][C:3]=1[N:9]1[C:16]2[C@H:15]3[CH2:17][C@H:14]3[CH2:13][C:12]=2[C:11]([C:18](O)=[O:19])=[N:10]1.C1CN([P+](ON2N=NC3C=CC=CC2=3)(N2CCCC2)N2CCCC2)CC1.F[P-](F)(F)(F)(F)F.CCN(C(C)C)C(C)C.[NH2:63][C:64]1([CH2:69][OH:70])[CH2:68][CH2:67][CH2:66][CH2:65]1. Product: [OH:70][CH2:69][C:64]1([NH:63][C:18]([C:11]2[C:12]3[CH2:13][C@@H:14]4[CH2:17][C@@H:15]4[C:16]=3[N:9]([C:3]3[CH:4]=[CH:5][C:6]([F:8])=[CH:7][C:2]=3[F:1])[N:10]=2)=[O:19])[CH2:68][CH2:67][CH2:66][CH2:65]1. The catalyst class is: 3. (10) Reactant: [CH2:1]([Li])CCC.[CH:6]([C:8]1[N:12]([CH:13]([CH3:15])[CH3:14])[N:11]=[C:10]([C:16]([O:18][CH3:19])=[O:17])[CH:9]=1)=O. Product: [CH:13]([N:12]1[C:8]([CH:6]=[CH2:1])=[CH:9][C:10]([C:16]([O:18][CH3:19])=[O:17])=[N:11]1)([CH3:15])[CH3:14]. The catalyst class is: 307.